Dataset: Full USPTO retrosynthesis dataset with 1.9M reactions from patents (1976-2016). Task: Predict the reactants needed to synthesize the given product. The reactants are: [Cl:1][C:2]1[CH:8]=[CH:7][C:5]([NH2:6])=[C:4]([CH:9]2[CH2:11][CH2:10]2)[CH:3]=1.N([O-])=O.[Na+].[N-:16]=[N+:17]=[N-].[Na+].[OH-].[Na+]. Given the product [N:6]([C:5]1[CH:7]=[CH:8][C:2]([Cl:1])=[CH:3][C:4]=1[CH:9]1[CH2:11][CH2:10]1)=[N+:16]=[N-:17], predict the reactants needed to synthesize it.